This data is from Full USPTO retrosynthesis dataset with 1.9M reactions from patents (1976-2016). The task is: Predict the reactants needed to synthesize the given product. (1) Given the product [CH3:1][O:2][C:3]1[CH:12]=[C:11]2[C:6]([C:7]([O:19][CH:20]3[CH2:37][CH:36]4[N:22]([C:23](=[O:42])[O:24][CH2:25][CH2:26][CH2:27][CH2:28][CH:29]=[CH:30][CH:31]5[C:33]([C:39]([NH:61][S:58]([CH:55]6[CH2:57][CH2:56]6)(=[O:60])=[O:59])=[O:41])([NH:34][C:35]4=[O:38])[CH2:32]5)[CH2:21]3)=[CH:8][C:9]([C:13]3[CH:14]=[CH:15][CH:16]=[CH:17][CH:18]=3)=[N:10]2)=[CH:5][CH:4]=1, predict the reactants needed to synthesize it. The reactants are: [CH3:1][O:2][C:3]1[CH:12]=[C:11]2[C:6]([C:7]([O:19][CH:20]3[CH2:37][CH:36]4[N:22]([C:23](=[O:42])[O:24][CH2:25][CH2:26][CH2:27][CH2:28][CH:29]=[CH:30][CH:31]5[C:33]([C:39]([OH:41])=O)([NH:34][C:35]4=[O:38])[CH2:32]5)[CH2:21]3)=[CH:8][C:9]([C:13]3[CH:18]=[CH:17][CH:16]=[CH:15][CH:14]=3)=[N:10]2)=[CH:5][CH:4]=1.C(N=C=NCCCN(C)C)C.Cl.[CH:55]1([S:58]([NH2:61])(=[O:60])=[O:59])[CH2:57][CH2:56]1.N12CCCN=C1CCCCC2. (2) Given the product [C:1]1([C:7]2[C:8]3[C:9](=[CH:12][CH:13]=[CH:14][CH:15]=3)[N:10]=[C:18]([C:19]([NH:20][C:24]3[CH:29]=[CH:28][CH:27]=[CH:26][CH:25]=3)=[O:30])[N:22]=2)[CH:6]=[CH:5][CH:4]=[CH:3][CH:2]=1, predict the reactants needed to synthesize it. The reactants are: [C:1]1([C:7]2O[N:10]=[C:9]3[CH:12]=[CH:13][CH:14]=[CH:15][C:8]=23)[CH:6]=[CH:5][CH:4]=[CH:3][CH:2]=1.CO[CH:18]1[NH:22]C(=O)[N:20]([C:24]2[CH:29]=[CH:28][CH:27]=[CH:26][CH:25]=2)[C:19]1=[O:30]. (3) Given the product [Br:1][C:2]1[CH:3]=[C:4]([C:9]([OH:11])=[O:10])[CH:5]=[N:6][C:7]=1[O:16][CH:12]1[CH2:15][CH2:14][CH2:13]1, predict the reactants needed to synthesize it. The reactants are: [Br:1][C:2]1[CH:3]=[C:4]([C:9]([OH:11])=[O:10])[CH:5]=[N:6][C:7]=1Cl.[CH:12]1([OH:16])[CH2:15][CH2:14][CH2:13]1.[OH-].[K+].Cl. (4) Given the product [CH2:1]([O:10][C:11]1[CH:12]=[C:13]([CH:16]=[CH:17][N:18]=1)[C:14]([NH2:15])=[O:20])[CH2:2][CH2:3][CH2:4][CH2:5][CH2:6][CH2:7][CH2:8][CH3:9], predict the reactants needed to synthesize it. The reactants are: [CH2:1]([O:10][C:11]1[CH:12]=[C:13]([CH:16]=[CH:17][N:18]=1)[C:14]#[N:15])[CH2:2][CH2:3][CH2:4][CH2:5][CH2:6][CH2:7][CH2:8][CH3:9].C[O-:20].[Na+].[OH-].[Li+]. (5) Given the product [CH2:15]([O:17][C:6](=[O:7])[C:5]1[CH:9]=[C:10]([N+:11]([O-:13])=[O:12])[C:2]([NH2:1])=[CH:3][C:4]=1[F:14])[CH3:16], predict the reactants needed to synthesize it. The reactants are: [NH2:1][C:2]1[C:10]([N+:11]([O-:13])=[O:12])=[CH:9][C:5]([C:6](Cl)=[O:7])=[C:4]([F:14])[CH:3]=1.[CH2:15]([OH:17])[CH3:16].